From a dataset of Peptide-MHC class II binding affinity with 134,281 pairs from IEDB. Regression. Given a peptide amino acid sequence and an MHC pseudo amino acid sequence, predict their binding affinity value. This is MHC class II binding data. (1) The peptide sequence is INRQILDNAAKYVEH. The MHC is DRB3_0202 with pseudo-sequence DRB3_0202. The binding affinity (normalized) is 0.383. (2) The peptide sequence is RIFRQYFEMGIVPSH. The MHC is DRB1_0101 with pseudo-sequence DRB1_0101. The binding affinity (normalized) is 0.528. (3) The peptide sequence is YAKFLANVSTVLTGK. The MHC is DRB3_0202 with pseudo-sequence DRB3_0202. The binding affinity (normalized) is 0.945. (4) The MHC is DRB1_0101 with pseudo-sequence DRB1_0101. The binding affinity (normalized) is 0.872. The peptide sequence is SKKFIDIFKEEGSNLTSYGR. (5) The peptide sequence is AALLVVAVGLRVVCAKYALA. The MHC is DRB1_0101 with pseudo-sequence DRB1_0101. The binding affinity (normalized) is 0.732. (6) The peptide sequence is QFRRVKCKYPEGTKV. The MHC is HLA-DQA10101-DQB10501 with pseudo-sequence HLA-DQA10101-DQB10501. The binding affinity (normalized) is 0. (7) The peptide sequence is IVQTLNAMPEYQNLL. The MHC is DRB1_0401 with pseudo-sequence DRB1_0401. The binding affinity (normalized) is 0.423. (8) The peptide sequence is VALDYPSGTSGSPIV. The MHC is DRB3_0301 with pseudo-sequence DRB3_0301. The binding affinity (normalized) is 0.397.